Predict the product of the given reaction. From a dataset of Forward reaction prediction with 1.9M reactions from USPTO patents (1976-2016). (1) The product is: [Br:22][C:9]1[O:8][C:7]([C:4]2[CH:3]=[CH:2][N:1]=[CH:6][CH:5]=2)=[C:11]([C:12]2[CH:13]=[C:14]3[C:18](=[CH:19][CH:20]=2)[C:17](=[O:21])[CH2:16][CH2:15]3)[CH:10]=1. Given the reactants [N:1]1[CH:6]=[CH:5][C:4]([C:7]2[O:8][CH:9]=[CH:10][C:11]=2[C:12]2[CH:13]=[C:14]3[C:18](=[CH:19][CH:20]=2)[C:17](=[O:21])[CH2:16][CH2:15]3)=[CH:3][CH:2]=1.[Br:22]N1C(=O)CCC1=O.C(=O)([O-])O.[Na+], predict the reaction product. (2) Given the reactants C[O:2][C:3](=[O:19])[CH:4]([O:8][C:9]1[N:14]=[C:13]([O:15][CH3:16])[CH:12]=[C:11]([O:17][CH3:18])[N:10]=1)[CH:5]([CH3:7])[CH3:6].[Li+].[OH-], predict the reaction product. The product is: [CH3:16][O:15][C:13]1[CH:12]=[C:11]([O:17][CH3:18])[N:10]=[C:9]([O:8][CH:4]([CH:5]([CH3:7])[CH3:6])[C:3]([OH:19])=[O:2])[N:14]=1. (3) Given the reactants [CH2:1]([NH:8][C:9]([C:11]1[CH:12]=[C:13]2[C:21](=[CH:22][CH:23]=1)[NH:20][C:19]1[C:18](=O)[CH2:17][CH2:16][CH2:15][C:14]2=1)=[O:10])[C:2]1[CH:7]=[CH:6][CH:5]=[CH:4][CH:3]=1.[CH:25]1([NH2:31])[CH2:30][CH2:29][CH2:28][CH2:27][CH2:26]1.C1(C)C(S(O)(=O)=O)=CC=CC=1.[BH4-].[Na+], predict the reaction product. The product is: [CH2:1]([NH:8][C:9]([C:11]1[CH:12]=[C:13]2[C:21](=[CH:22][CH:23]=1)[NH:20][C:19]1[CH:18]([NH:31][CH:25]3[CH2:30][CH2:29][CH2:28][CH2:27][CH2:26]3)[CH2:17][CH2:16][CH2:15][C:14]2=1)=[O:10])[C:2]1[CH:7]=[CH:6][CH:5]=[CH:4][CH:3]=1. (4) Given the reactants [F:1][C:2]1[C:10]([F:11])=[C:9]([NH:12][C:13]2[CH:18]=[CH:17][C:16]([I:19])=[CH:15][C:14]=2[CH3:20])[C:5]([C:6]([OH:8])=[O:7])=[CH:4][C:3]=1[C:21]([OH:23])=[O:22].[CH2:24]=O, predict the reaction product. The product is: [F:1][C:2]1[C:3]([C:21]([OH:23])=[O:22])=[CH:4][C:5]2[C:6](=[O:8])[O:7][CH2:24][N:12]([C:13]3[CH:18]=[CH:17][C:16]([I:19])=[CH:15][C:14]=3[CH3:20])[C:9]=2[C:10]=1[F:11]. (5) Given the reactants [N:1]1[CH:6]=[C:5]([C:7]([O:9][CH2:10][CH3:11])=[O:8])[CH:4]=[C:3]([C:12]([O:14]CC)=[O:13])[CH:2]=1.[OH-].[K+].C(OCC)C.C(Cl)(Cl)[Cl:25], predict the reaction product. The product is: [Cl-:25].[C:12]([C:3]1[CH:2]=[NH+:1][CH:6]=[C:5]([C:7]([O:9][CH2:10][CH3:11])=[O:8])[CH:4]=1)([OH:14])=[O:13]. (6) The product is: [Cl:1][C:2]1[CH:7]=[CH:6][CH:5]=[C:4]([Cl:8])[C:3]=1[CH2:9][S:10]([C:13]1[CH:14]=[C:15]2[C:19](=[CH:20][CH:21]=1)[NH:18][C:17](=[O:22])/[C:16]/2=[CH:23]\[C:24]1[NH:28][C:27]([CH3:29])=[C:26]([C:30]([N:40]2[CH2:35][CH2:34][CH2:39][C@H:38]2[CH2:54][N:52]2[CH2:51][CH2:50][C@@H:49]([OH:59])[CH2:53]2)=[O:32])[C:25]=1[CH3:33])(=[O:11])=[O:12]. Given the reactants [Cl:1][C:2]1[CH:7]=[CH:6][CH:5]=[C:4]([Cl:8])[C:3]=1[CH2:9][S:10]([C:13]1[CH:14]=[C:15]2[C:19](=[CH:20][CH:21]=1)[NH:18][C:17](=[O:22])/[C:16]/2=[CH:23]\[C:24]1[NH:28][C:27]([CH3:29])=[C:26]([C:30]([OH:32])=O)[C:25]=1[CH3:33])(=[O:12])=[O:11].[CH:34]1[CH:35]=CC2N(O)N=[N:40][C:38]=2[CH:39]=1.CCN=C=N[CH2:49][CH2:50][CH2:51][N:52]([CH3:54])[CH3:53].CN(C=[O:59])C, predict the reaction product. (7) The product is: [F:1][C:2]1[C:3]2[C:4](=[C:20]([CH3:23])[O:21][N:22]=2)[N:5]=[C:6]([C:16]([O:18][CH3:19])=[O:17])[C:7]=1[NH:8][C:9]1[CH:14]=[CH:13][C:12]([I:24])=[CH:11][C:10]=1[F:15]. Given the reactants [F:1][C:2]1[C:3]2[C:4](=[C:20]([CH3:23])[O:21][N:22]=2)[N:5]=[C:6]([C:16]([O:18][CH3:19])=[O:17])[C:7]=1[NH:8][C:9]1[CH:14]=[CH:13][CH:12]=[CH:11][C:10]=1[F:15].[I:24]N1C(=O)CCC1=O.C(O)(C(F)(F)F)=O, predict the reaction product. (8) Given the reactants [OH:1][C@@H:2]1[CH:6]=[CH:5][C@H:4]([O:7][C:8]([C:21]2[CH:26]=[CH:25][CH:24]=[CH:23][CH:22]=2)([C:15]2[CH:20]=[CH:19][CH:18]=[CH:17][CH:16]=2)[C:9]2[CH:14]=[CH:13][CH:12]=[CH:11][CH:10]=2)[CH2:3]1, predict the reaction product. The product is: [OH:1][C@H:2]1[CH:6]=[CH:5][C@H:4]([O:7][C:8]([C:21]2[CH:26]=[CH:25][CH:24]=[CH:23][CH:22]=2)([C:9]2[CH:10]=[CH:11][CH:12]=[CH:13][CH:14]=2)[C:15]2[CH:20]=[CH:19][CH:18]=[CH:17][CH:16]=2)[CH2:3]1. (9) The product is: [CH:1]([NH:4][C:5]1[C:10]2[C:11]([C:14]3[CH:19]=[C:18]([CH:20]=[CH:16][N:15]=3)[C:24]#[N:27])=[N:12][NH:13][C:9]=2[CH:8]=[CH:7][N:6]=1)([CH3:3])[CH3:2]. Given the reactants [CH:1]([NH:4][C:5]1[C:10]2[C:11]([C:14]3[CH:19]=[C:18]([C:20](F)(F)F)N=[CH:16][N:15]=3)=[N:12][NH:13][C:9]=2[CH:8]=[CH:7][N:6]=1)([CH3:3])[CH3:2].[CH:24]([NH:27]C1C2C([Sn](C)(C)C)=NN(CC3C=CC(OC)=CC=3)C=2C=CN=1)(C)C.BrC1C=C(C=CN=1)C#N, predict the reaction product. (10) Given the reactants [C:1](=[S:3])=S.[NH2:4][C:5]1[CH:6]=[C:7]([CH:11]=[CH:12][C:13]=1[O:14][CH3:15])[C:8]([OH:10])=[O:9].C(N(CC)CC)C.II.Cl.S([O-])([O-])=O.[Na+].[Na+].C(=O)([O-])O.[Na+], predict the reaction product. The product is: [N:4]([C:5]1[CH:6]=[C:7]([CH:11]=[CH:12][C:13]=1[O:14][CH3:15])[C:8]([OH:10])=[O:9])=[C:1]=[S:3].